This data is from Reaction yield outcomes from USPTO patents with 853,638 reactions. The task is: Predict the reaction yield, written as a fraction of the theoretical maximum amount of product (1.0 means a 100% yield; for example, 0.34 means a 34% yield). (1) The reactants are Cl[C:2]1[CH:11]=[C:10]([NH:12][C@@H:13]([C:18]2[CH:23]=[CH:22][CH:21]=[CH:20][CH:19]=2)[C@H:14]([OH:17])[CH2:15][OH:16])[C:5]([C:6]([NH:8][CH3:9])=[O:7])=[CH:4][N:3]=1.C([O-])([O-])=O.[Cs+].[Cs+].[NH2:30][C:31]1[CH:38]=[CH:37][C:34]([C:35]#[N:36])=[CH:33][N:32]=1.CC1(C)C2C(=C(P(C3C=CC=CC=3)C3C=CC=CC=3)C=CC=2)OC2C(P(C3C=CC=CC=3)C3C=CC=CC=3)=CC=CC1=2. The catalyst is CO.[Cu]I.C1C=CC(/C=C/C(/C=C/C2C=CC=CC=2)=O)=CC=1.C1C=CC(/C=C/C(/C=C/C2C=CC=CC=2)=O)=CC=1.[Pd].CN1C(=O)CCC1. The product is [C:35]([C:34]1[CH:37]=[CH:38][C:31]([NH:30][C:2]2[CH:11]=[C:10]([NH:12][C@@H:13]([C:18]3[CH:23]=[CH:22][CH:21]=[CH:20][CH:19]=3)[C@H:14]([OH:17])[CH2:15][OH:16])[C:5]([C:6]([NH:8][CH3:9])=[O:7])=[CH:4][N:3]=2)=[N:32][CH:33]=1)#[N:36]. The yield is 0.0800. (2) The reactants are [CH3:1][C:2]1[C:32]([CH3:33])=[CH:31][CH:30]=[CH:29][C:3]=1[NH:4][C:5](=[O:28])[CH2:6][N:7]1[C:15]2[CH:14]=[CH:13][CH:12]=[CH:11][C:10]=2[C:9]2[CH2:16][CH2:17][N:18](C(OC(C)(C)C)=O)[CH2:19][CH2:20][C:8]1=2.FC(F)(F)C(O)=O.C(Cl)[Cl:42]. No catalyst specified. The product is [ClH:42].[CH3:1][C:2]1[C:32]([CH3:33])=[CH:31][CH:30]=[CH:29][C:3]=1[NH:4][C:5](=[O:28])[CH2:6][N:7]1[C:15]2[CH:14]=[CH:13][CH:12]=[CH:11][C:10]=2[C:9]2[CH2:16][CH2:17][NH:18][CH2:19][CH2:20][C:8]1=2. The yield is 0.890.